From a dataset of Full USPTO retrosynthesis dataset with 1.9M reactions from patents (1976-2016). Predict the reactants needed to synthesize the given product. Given the product [CH3:38][O:37][C:35](=[O:36])[C:34]1[CH:39]=[CH:40][CH:41]=[C:32]([NH:31][C:16]([C:14]2[CH:13]=[CH:12][CH:11]=[C:10]([CH2:9][O:8][C:7]3[CH:19]=[CH:20][C:4]([C:1](=[O:3])[CH3:2])=[C:5]([OH:24])[C:6]=3[CH2:21][CH2:22][CH3:23])[N:15]=2)=[O:18])[CH:33]=1, predict the reactants needed to synthesize it. The reactants are: [C:1]([C:4]1[CH:20]=[CH:19][C:7]([O:8][CH2:9][C:10]2[N:15]=[C:14]([C:16]([OH:18])=O)[CH:13]=[CH:12][CH:11]=2)=[C:6]([CH2:21][CH2:22][CH3:23])[C:5]=1[OH:24])(=[O:3])[CH3:2].C(Cl)(=O)C(Cl)=O.[NH2:31][C:32]1[CH:33]=[C:34]([CH:39]=[CH:40][CH:41]=1)[C:35]([O:37][CH3:38])=[O:36].C(=O)([O-])[O-].[K+].[K+].